From a dataset of Reaction yield outcomes from USPTO patents with 853,638 reactions. Predict the reaction yield, written as a fraction of the theoretical maximum amount of product (1.0 means a 100% yield; for example, 0.34 means a 34% yield). (1) The reactants are C([Li])CCC.Br[C:7]1[CH:12]=[CH:11][C:10]([CH:13]2[O:17]CCO2)=[C:9]([F:18])[CH:8]=1.[CH:19]1([C:25]([C:27]2[CH:32]=[CH:31][C:30]([O:33]COC)=[CH:29][CH:28]=2)=O)[CH2:24][CH2:23][CH2:22][CH2:21][CH2:20]1.O. The catalyst is C1COCC1. The product is [C:19]1(=[C:25]([C:27]2[CH:28]=[CH:29][C:30]([OH:33])=[CH:31][CH:32]=2)[C:7]2[CH:12]=[CH:11][C:10]([CH:13]=[O:17])=[C:9]([F:18])[CH:8]=2)[CH2:20][CH2:21][CH2:22][CH2:23][CH2:24]1. The yield is 0.350. (2) The reactants are CN(C1C=CC=CN=1)C.[F:10][C:11]1[CH:12]=[C:13]([CH:17]=[CH:18][C:19]=1[O:20][CH3:21])[C:14](Cl)=[O:15].[Na].[CH3:23][O:24][C:25]1[CH:26]=[C:27]2[C:31](=[CH:32][CH:33]=1)[NH:30][C:29](=[O:34])[C:28]2=[O:35].C1C[O:39]CC1. The catalyst is O.C(N(CC)CC)C. The product is [F:10][C:11]1[CH:12]=[C:13]([CH:17]=[CH:18][C:19]=1[O:20][CH3:21])[C:14]([NH:30][C:31]1[CH:32]=[CH:33][C:25]([O:24][CH3:23])=[CH:26][C:27]=1[C:28](=[O:35])[C:29]([OH:39])=[O:34])=[O:15]. The yield is 0.320. (3) The reactants are [F:1][C:2]([F:12])([F:11])[C:3]1[CH:8]=[CH:7][CH:6]=[CH:5][C:4]=1[NH:9][NH2:10].[CH3:13][C:14]([CH3:21])([CH3:20])[C:15](=O)[CH2:16][C:17]#[N:18]. No catalyst specified. The product is [C:14]([C:15]1[CH:16]=[C:17]([NH2:18])[N:9]([C:4]2[CH:5]=[CH:6][CH:7]=[CH:8][C:3]=2[C:2]([F:11])([F:12])[F:1])[N:10]=1)([CH3:21])([CH3:20])[CH3:13]. The yield is 0.640. (4) The reactants are [CH2:1]([C:11]1[C:18]2[S:17][C:16]3[C:19]([CH2:25][CH2:26][CH2:27][CH2:28][CH2:29][CH2:30][CH2:31][CH2:32][CH2:33][CH3:34])=[C:20](C(O)=O)[S:21][C:15]=3[C:14]=2[S:13][C:12]=1C(O)=O)[CH2:2][CH2:3][CH2:4][CH2:5][CH2:6][CH2:7][CH2:8][CH2:9][CH3:10].N1C2C(=CC=CC=2)C=CC=1.C(=O)=O. The catalyst is [Cu].CCCCCC. The product is [CH2:1]([C:11]1[C:18]2[S:17][C:16]3[C:19]([CH2:25][CH2:26][CH2:27][CH2:28][CH2:29][CH2:30][CH2:31][CH2:32][CH2:33][CH3:34])=[CH:20][S:21][C:15]=3[C:14]=2[S:13][CH:12]=1)[CH2:2][CH2:3][CH2:4][CH2:5][CH2:6][CH2:7][CH2:8][CH2:9][CH3:10]. The yield is 0.474. (5) The reactants are [Br:1][C:2]1[CH:3]=[N:4][N:5]2[CH:10]=[CH:9][C:8](Cl)=[N:7][C:6]=12.[NH2:12][CH2:13][C@@H:14]1[CH2:18][CH2:17][CH2:16][N:15]1[C:19]([O:21][C:22]([CH3:25])([CH3:24])[CH3:23])=[O:20]. No catalyst specified. The product is [Br:1][C:2]1[CH:3]=[N:4][N:5]2[CH:10]=[CH:9][C:8]([NH:12][CH2:13][C@@H:14]3[CH2:18][CH2:17][CH2:16][N:15]3[C:19]([O:21][C:22]([CH3:25])([CH3:24])[CH3:23])=[O:20])=[N:7][C:6]=12. The yield is 0.740. (6) The reactants are [OH:1][C:2]1[CH:3]=[C:4]([CH:14]=[C:15]([O:17][C@@H:18]([CH3:22])[CH2:19][O:20][CH3:21])[CH:16]=1)[C:5]([NH:7][C:8]1[CH:12]=[CH:11][N:10]([CH3:13])[N:9]=1)=[O:6].C[Si](C)(C)[N-][Si](C)(C)C.[Na+].C1COCC1.F[C:39]1[CH:46]=[CH:45][C:42]([C:43]#[N:44])=[CH:41][CH:40]=1. The catalyst is CN(C=O)C. The product is [C:43]([C:42]1[CH:45]=[CH:46][C:39]([O:1][C:2]2[CH:3]=[C:4]([CH:14]=[C:15]([O:17][C@@H:18]([CH3:22])[CH2:19][O:20][CH3:21])[CH:16]=2)[C:5]([NH:7][C:8]2[CH:12]=[CH:11][N:10]([CH3:13])[N:9]=2)=[O:6])=[CH:40][CH:41]=1)#[N:44]. The yield is 0.600. (7) The reactants are [C:1]([N:4]1[C:13]2[C:8](=[CH:9][C:10]([C:14]#[N:15])=[CH:11][CH:12]=2)[C@H:7]([NH:16][C:17]2[CH:22]=[CH:21][CH:20]=C(CO[Si](C(C)(C)C)(C)C)N=2)[C@@H:6]([CH3:32])[C@@H:5]1[CH:33]1[CH2:35][CH2:34]1)(=[O:3])[CH3:2].C(N1C2C(=CC(C#N)=CC=2)[C@H](N)[C@@H](C)[C@@H]1C1CC1)(=O)C.BrC1[CH:58]=[C:59](C=CC=1)[O:60][CH2:61][CH2:62][NH:63][C:64](=[O:70])[O:65][C:66]([CH3:69])([CH3:68])[CH3:67]. No catalyst specified. The product is [C:1]([N:4]1[C:13]2[C:8](=[CH:9][C:10]([C:14]#[N:15])=[CH:11][CH:12]=2)[C@H:7]([NH:16][C:17]2[CH:58]=[C:59]([CH:20]=[CH:21][CH:22]=2)[O:60][CH2:61][CH2:62][NH:63][C:64](=[O:70])[O:65][C:66]([CH3:68])([CH3:67])[CH3:69])[C@@H:6]([CH3:32])[C@@H:5]1[CH:33]1[CH2:34][CH2:35]1)(=[O:3])[CH3:2]. The yield is 0.330.